From a dataset of Peptide-MHC class I binding affinity with 185,985 pairs from IEDB/IMGT. Regression. Given a peptide amino acid sequence and an MHC pseudo amino acid sequence, predict their binding affinity value. This is MHC class I binding data. (1) The peptide sequence is RMYSPTSI. The MHC is HLA-B15:01 with pseudo-sequence HLA-B15:01. The binding affinity (normalized) is 0.502. (2) The binding affinity (normalized) is 0.0847. The peptide sequence is THLEVCFMY. The MHC is HLA-A69:01 with pseudo-sequence HLA-A69:01. (3) The peptide sequence is NHINVESSL. The MHC is Mamu-A07 with pseudo-sequence Mamu-A07. The binding affinity (normalized) is 0.483. (4) The peptide sequence is ISVNNVCHMY. The MHC is HLA-A24:02 with pseudo-sequence HLA-A24:02. The binding affinity (normalized) is 0.